This data is from Catalyst prediction with 721,799 reactions and 888 catalyst types from USPTO. The task is: Predict which catalyst facilitates the given reaction. (1) Product: [CH:11]1([C:10]2[C:9]3[C:4](=[CH:5][C:6]([C:17]([O:19][CH3:20])=[O:18])=[CH:7][CH:8]=3)[NH:3][C:2]=2[C:24]2[CH:25]=[CH:26][CH:27]=[CH:28][C:23]=2[CH:21]=[CH2:22])[CH2:16][CH2:15][CH2:14][CH2:13][CH2:12]1. Reactant: Br[C:2]1[NH:3][C:4]2[C:9]([C:10]=1[CH:11]1[CH2:16][CH2:15][CH2:14][CH2:13][CH2:12]1)=[CH:8][CH:7]=[C:6]([C:17]([O:19][CH3:20])=[O:18])[CH:5]=2.[CH:21]([C:23]1[CH:28]=[CH:27][CH:26]=[CH:25][C:24]=1B(O)O)=[CH2:22].C([O-])([O-])=O.[Na+].[Na+].CCOC(C)=O. The catalyst class is: 184. (2) Reactant: [CH2:1]([O:8][C:9]1[CH:10]=[CH:11][C:12]([C@@H:20]([O:23][Si:24]([C:27]([CH3:30])([CH3:29])[CH3:28])([CH3:26])[CH3:25])[CH2:21]Br)=[C:13]2[C:18]=1[NH:17][C:16](=[O:19])[CH:15]=[CH:14]2)[C:2]1[CH:7]=[CH:6][CH:5]=[CH:4][CH:3]=1.[CH2:31]([NH2:38])[C:32]1[CH:37]=[CH:36][CH:35]=[CH:34][CH:33]=1. Product: [CH2:1]([O:8][C:9]1[CH:10]=[CH:11][C:12]([C@@H:20]([O:23][Si:24]([C:27]([CH3:30])([CH3:29])[CH3:28])([CH3:26])[CH3:25])[CH2:21][NH:38][CH2:31][C:32]2[CH:37]=[CH:36][CH:35]=[CH:34][CH:33]=2)=[C:13]2[C:18]=1[NH:17][C:16](=[O:19])[CH:15]=[CH:14]2)[C:2]1[CH:7]=[CH:6][CH:5]=[CH:4][CH:3]=1. The catalyst class is: 60.